Dataset: Forward reaction prediction with 1.9M reactions from USPTO patents (1976-2016). Task: Predict the product of the given reaction. Given the reactants O1C=CC(=O)C=C1.[S].[O:9]=[C:10]([C:14]1[CH:19]=[CH:18][C:17]([CH3:20])=[CH:16][CH:15]=1)CC#N.N1CCOCC1, predict the reaction product. The product is: [C:17]1([CH3:20])[CH:18]=[CH:19][C:14]([CH:10]=[O:9])=[CH:15][CH:16]=1.